From a dataset of Forward reaction prediction with 1.9M reactions from USPTO patents (1976-2016). Predict the product of the given reaction. Given the reactants [F:1][C:2]1[CH:7]=[CH:6][C:5]([SH:8])=[CH:4][CH:3]=1.[CH:9]([C:11]([CH3:13])=[O:12])=[CH2:10].O, predict the reaction product. The product is: [F:1][C:2]1[CH:7]=[CH:6][C:5]([S:8][CH2:10][CH2:9][C:11](=[O:12])[CH3:13])=[CH:4][CH:3]=1.